Dataset: Forward reaction prediction with 1.9M reactions from USPTO patents (1976-2016). Task: Predict the product of the given reaction. Given the reactants CC1C=CC(S(O[CH2:12][CH:13]2[CH2:17][C:16]3[C:18](Br)=[CH:19][CH:20]=[CH:21][C:15]=3[O:14]2)(=O)=O)=CC=1.[N-:23]=[N+:24]=[N-:25].[Na+], predict the reaction product. The product is: [CH3:17][C:16]1[CH:18]=[CH:19][C:20]([C:18]2[C:16]3[CH2:17][CH:13]([CH2:12][N:23]=[N+:24]=[N-:25])[O:14][C:15]=3[CH:21]=[CH:20][CH:19]=2)=[CH:21][CH:15]=1.